Dataset: Reaction yield outcomes from USPTO patents with 853,638 reactions. Task: Predict the reaction yield, written as a fraction of the theoretical maximum amount of product (1.0 means a 100% yield; for example, 0.34 means a 34% yield). (1) The reactants are O=C1C2C(=CC=CC=2)C(=O)[N:3]1[O:12][CH2:13][CH:14]1[CH2:19][CH2:18][N:17]([C:20]([O:22][C:23]([CH3:26])([CH3:25])[CH3:24])=[O:21])[CH2:16][CH2:15]1.O.NN. No catalyst specified. The product is [NH2:3][O:12][CH2:13][CH:14]1[CH2:19][CH2:18][N:17]([C:20]([O:22][C:23]([CH3:26])([CH3:25])[CH3:24])=[O:21])[CH2:16][CH2:15]1. The yield is 0.850. (2) The reactants are C([O:3][C:4]([C:6]1[N:7]([CH2:13][O:14][CH2:15][CH2:16][Si:17]([CH3:20])([CH3:19])[CH3:18])[C:8]([C:11]#[N:12])=[N:9][CH:10]=1)=[O:5])C.[OH-:21].[K+].Cl. The catalyst is CCO.O. The product is [C:11]([C:8]1[N:7]([CH2:13][O:14][CH2:15][CH2:16][Si:17]([CH3:20])([CH3:19])[CH3:18])[C:6]([C:4]([OH:3])=[O:5])=[CH:10][N:9]=1)(=[O:21])[NH2:12]. The yield is 0.880. (3) The reactants are I[C:2]1[CH:8]=[C:7]([N+:9]([O-:11])=[O:10])[CH:6]=[CH:5][C:3]=1[NH2:4].[C:12]([C:14]1[CH:19]=[CH:18][CH:17]=[CH:16][N:15]=1)#[CH:13]. The catalyst is CN(C=O)C.CCN(CC)CC.O.Cl[Pd](Cl)([P](C1C=CC=CC=1)(C1C=CC=CC=1)C1C=CC=CC=1)[P](C1C=CC=CC=1)(C1C=CC=CC=1)C1C=CC=CC=1.[Cu]I. The product is [N+:9]([C:7]1[CH:6]=[CH:5][C:3]([NH2:4])=[C:2]([C:13]#[C:12][C:14]2[CH:19]=[CH:18][CH:17]=[CH:16][N:15]=2)[CH:8]=1)([O-:11])=[O:10]. The yield is 0.600. (4) The reactants are [CH2:1]([CH:7]1[S:12]CCCS1)[C:2]1[O:6][CH:5]=[CH:4][CH:3]=1.C(=O)C1OC=CC=1.[CH2:20](S)[CH2:21][CH2:22][SH:23].C[Si](Cl)(C)C. The catalyst is C(Cl)(Cl)Cl. The product is [CH2:1]([CH:7]1[CH2:20][CH2:21][CH2:22][S:23][S:12]1)[C:2]1[O:6][CH:5]=[CH:4][CH:3]=1. The yield is 0.948.